Dataset: NCI-60 drug combinations with 297,098 pairs across 59 cell lines. Task: Regression. Given two drug SMILES strings and cell line genomic features, predict the synergy score measuring deviation from expected non-interaction effect. (1) Drug 1: CC1=C(C=C(C=C1)C(=O)NC2=CC(=CC(=C2)C(F)(F)F)N3C=C(N=C3)C)NC4=NC=CC(=N4)C5=CN=CC=C5. Drug 2: CC1C(C(CC(O1)OC2CC(CC3=C2C(=C4C(=C3O)C(=O)C5=CC=CC=C5C4=O)O)(C(=O)C)O)N)O. Cell line: BT-549. Synergy scores: CSS=21.8, Synergy_ZIP=-6.71, Synergy_Bliss=-11.6, Synergy_Loewe=-38.7, Synergy_HSA=-15.0. (2) Drug 1: CN1CCC(CC1)COC2=C(C=C3C(=C2)N=CN=C3NC4=C(C=C(C=C4)Br)F)OC. Drug 2: CC1=C2C(C(=O)C3(C(CC4C(C3C(C(C2(C)C)(CC1OC(=O)C(C(C5=CC=CC=C5)NC(=O)OC(C)(C)C)O)O)OC(=O)C6=CC=CC=C6)(CO4)OC(=O)C)O)C)O. Cell line: UO-31. Synergy scores: CSS=35.5, Synergy_ZIP=-1.55, Synergy_Bliss=5.89, Synergy_Loewe=8.62, Synergy_HSA=9.06. (3) Drug 1: CC(C)(C#N)C1=CC(=CC(=C1)CN2C=NC=N2)C(C)(C)C#N. Drug 2: CC(C)NC(=O)C1=CC=C(C=C1)CNNC.Cl. Cell line: SNB-75. Synergy scores: CSS=-0.456, Synergy_ZIP=1.68, Synergy_Bliss=2.53, Synergy_Loewe=0.122, Synergy_HSA=0.119. (4) Drug 1: C1=CC=C(C(=C1)C(C2=CC=C(C=C2)Cl)C(Cl)Cl)Cl. Drug 2: N.N.Cl[Pt+2]Cl. Cell line: SW-620. Synergy scores: CSS=24.6, Synergy_ZIP=-11.7, Synergy_Bliss=-2.60, Synergy_Loewe=-10.1, Synergy_HSA=-0.277. (5) Drug 1: CN1CCC(CC1)COC2=C(C=C3C(=C2)N=CN=C3NC4=C(C=C(C=C4)Br)F)OC. Drug 2: C1CN1P(=S)(N2CC2)N3CC3. Cell line: SN12C. Synergy scores: CSS=23.6, Synergy_ZIP=-10.4, Synergy_Bliss=-4.24, Synergy_Loewe=-3.70, Synergy_HSA=-1.71. (6) Drug 1: C1=CC(=CC=C1C#N)C(C2=CC=C(C=C2)C#N)N3C=NC=N3. Drug 2: CC1CCC2CC(C(=CC=CC=CC(CC(C(=O)C(C(C(=CC(C(=O)CC(OC(=O)C3CCCCN3C(=O)C(=O)C1(O2)O)C(C)CC4CCC(C(C4)OC)O)C)C)O)OC)C)C)C)OC. Cell line: NCI-H226. Synergy scores: CSS=-3.01, Synergy_ZIP=3.21, Synergy_Bliss=-0.392, Synergy_Loewe=-8.53, Synergy_HSA=-7.56. (7) Drug 1: C1=CN(C(=O)N=C1N)C2C(C(C(O2)CO)O)O.Cl. Drug 2: CC12CCC3C(C1CCC2O)C(CC4=C3C=CC(=C4)O)CCCCCCCCCS(=O)CCCC(C(F)(F)F)(F)F. Cell line: NCI-H522. Synergy scores: CSS=29.7, Synergy_ZIP=1.51, Synergy_Bliss=1.96, Synergy_Loewe=-20.4, Synergy_HSA=1.77. (8) Drug 1: CC1=C2C(C(=O)C3(C(CC4C(C3C(C(C2(C)C)(CC1OC(=O)C(C(C5=CC=CC=C5)NC(=O)OC(C)(C)C)O)O)OC(=O)C6=CC=CC=C6)(CO4)OC(=O)C)OC)C)OC. Drug 2: C1CN(P(=O)(OC1)NCCCl)CCCl. Cell line: TK-10. Synergy scores: CSS=21.4, Synergy_ZIP=-4.45, Synergy_Bliss=-11.1, Synergy_Loewe=-30.1, Synergy_HSA=-11.7. (9) Drug 1: CC1=C2C(C(=O)C3(C(CC4C(C3C(C(C2(C)C)(CC1OC(=O)C(C(C5=CC=CC=C5)NC(=O)OC(C)(C)C)O)O)OC(=O)C6=CC=CC=C6)(CO4)OC(=O)C)OC)C)OC. Drug 2: CC(C)(C#N)C1=CC(=CC(=C1)CN2C=NC=N2)C(C)(C)C#N. Cell line: MOLT-4. Synergy scores: CSS=60.7, Synergy_ZIP=4.10, Synergy_Bliss=4.11, Synergy_Loewe=-26.9, Synergy_HSA=4.07. (10) Drug 1: CN(C)N=NC1=C(NC=N1)C(=O)N. Drug 2: CC1C(C(=O)NC(C(=O)N2CCCC2C(=O)N(CC(=O)N(C(C(=O)O1)C(C)C)C)C)C(C)C)NC(=O)C3=C4C(=C(C=C3)C)OC5=C(C(=O)C(=C(C5=N4)C(=O)NC6C(OC(=O)C(N(C(=O)CN(C(=O)C7CCCN7C(=O)C(NC6=O)C(C)C)C)C)C(C)C)C)N)C. Cell line: A498. Synergy scores: CSS=1.42, Synergy_ZIP=0.0681, Synergy_Bliss=1.21, Synergy_Loewe=0.0271, Synergy_HSA=-0.0996.